Task: Predict the reaction yield, written as a fraction of the theoretical maximum amount of product (1.0 means a 100% yield; for example, 0.34 means a 34% yield).. Dataset: Reaction yield outcomes from USPTO patents with 853,638 reactions (1) The reactants are [OH:1][CH:2]1[CH2:7][CH2:6][N:5]([C:8]([O:10][C:11]([CH3:14])([CH3:13])[CH3:12])=[O:9])[CH2:4][CH2:3]1.[H-].[Na+].Cl[C:18]1[C:19]2[N:27]=[C:26]([Cl:28])[CH:25]=[CH:24][C:20]=2[N:21]=[CH:22][N:23]=1. The catalyst is CN(C=O)C.O. The product is [Cl:28][C:26]1[CH:25]=[CH:24][C:20]2[N:21]=[CH:22][N:23]=[C:18]([O:1][CH:2]3[CH2:3][CH2:4][N:5]([C:8]([O:10][C:11]([CH3:14])([CH3:13])[CH3:12])=[O:9])[CH2:6][CH2:7]3)[C:19]=2[N:27]=1. The yield is 0.650. (2) The yield is 0.430. The reactants are [Cl:1][C:2]1[CH:3]=[C:4]([C:8]([CH3:12])([CH3:11])[C:9]#[N:10])[CH:5]=[CH:6][CH:7]=1.Cl.N. The product is [Cl:1][C:2]1[CH:3]=[C:4]([C:8]([CH3:12])([CH3:11])[CH2:9][NH2:10])[CH:5]=[CH:6][CH:7]=1. The catalyst is C1COCC1.